Dataset: Reaction yield outcomes from USPTO patents with 853,638 reactions. Task: Predict the reaction yield, written as a fraction of the theoretical maximum amount of product (1.0 means a 100% yield; for example, 0.34 means a 34% yield). (1) The reactants are [CH:1]([C:4]1[CH:9]=[CH:8][CH:7]=[CH:6][N+:5]=1[O-])([CH3:3])[CH3:2].[C:11]([Si](C)(C)C)#[N:12].C(N(CC)C(Cl)=O)C.C(=O)([O-])[O-].[K+].[K+]. The catalyst is ClCCCl. The product is [C:11]([C:6]1[CH:7]=[CH:8][CH:9]=[C:4]([CH:1]([CH3:3])[CH3:2])[N:5]=1)#[N:12]. The yield is 0.740. (2) The reactants are [S:1]1[C:3]2([CH2:8][CH2:7][N:6]([C:9]3[CH:14]=[CH:13][C:12]([N:15]4[CH2:19][C@H:18]([CH2:20][NH:21][C:22](=[O:24])[CH3:23])[O:17][C:16]4=[O:25])=[CH:11][C:10]=3[F:26])[CH2:5][CH2:4]2)[CH2:2]1.I([O-])(=O)(=O)=O.[Na+].[OH2:33].[CH3:34]O. No catalyst specified. The product is [S:1](=[C:2]1[C:3]2([CH2:8][CH2:7][N:6]([C:9]3[CH:14]=[CH:13][C:12]([N:15]4[CH2:19][C@H:18]([CH2:20][NH:21][C:22](=[O:24])[CH3:23])[O:17][C:16]4=[O:25])=[CH:11][C:10]=3[F:26])[CH2:5][CH2:4]2)[CH2:34]1)=[O:33]. The yield is 0.570. (3) The reactants are [O:1]=[C:2]([C:18]1[CH:23]=[CH:22][C:21]([C:24]2[CH:29]=[CH:28][C:27]([NH:30][C:31](=[O:36])[CH2:32][CH2:33][CH2:34][CH3:35])=[CH:26][CH:25]=2)=[CH:20][CH:19]=1)[CH2:3][CH:4]([CH2:10][CH2:11][C:12]1[CH:17]=[CH:16][CH:15]=[CH:14][CH:13]=1)[C:5](OCC)=[O:6].[CH3:37][S:38]([NH2:41])(=[O:40])=[O:39].Cl.C(N=C=NCCCN(C)C)C. The catalyst is CN(C)C1C=CN=CC=1.ClCCl. The product is [CH3:37][S:38]([NH:41][C:5]([CH:4]([CH2:10][CH2:11][C:12]1[CH:13]=[CH:14][CH:15]=[CH:16][CH:17]=1)[CH2:3][C:2]([C:18]1[CH:23]=[CH:22][C:21]([C:24]2[CH:29]=[CH:28][C:27]([NH:30][C:31](=[O:36])[CH2:32][CH2:33][CH2:34][CH3:35])=[CH:26][CH:25]=2)=[CH:20][CH:19]=1)=[O:1])=[O:6])(=[O:40])=[O:39]. The yield is 0.300. (4) The reactants are [F:1][C:2]1[CH:18]=[CH:17][C:5]([C:6]([N:8]2[CH2:13][CH2:12][CH2:11][C@H:10]([C:14]([OH:16])=O)[CH2:9]2)=[O:7])=[CH:4][CH:3]=1.[C:19]([O:23][C:24]([CH3:27])([CH3:26])[CH3:25])(=[O:22])[NH:20][NH2:21].C1C=CC2N(O)N=NC=2C=1.CCN=C=NCCCN(C)C.Cl.Cl. The catalyst is ClCCl. The product is [C:24]([O:23][C:19]([NH:20][NH:21][C:14]([C@H:10]1[CH2:11][CH2:12][CH2:13][N:8]([C:6](=[O:7])[C:5]2[CH:4]=[CH:3][C:2]([F:1])=[CH:18][CH:17]=2)[CH2:9]1)=[O:16])=[O:22])([CH3:27])([CH3:26])[CH3:25]. The yield is 0.470.